Dataset: Forward reaction prediction with 1.9M reactions from USPTO patents (1976-2016). Task: Predict the product of the given reaction. (1) The product is: [CH3:36][N:33]1[CH2:32][CH2:31][N:30]([C:26]2[CH:27]=[C:28]3[C:23](=[CH:24][CH:25]=2)[NH:22][C:21](=[O:37])[N:20]([CH:17]2[CH2:18][CH2:19][NH:14][CH2:15][CH2:16]2)[CH2:29]3)[CH2:35][CH2:34]1. Given the reactants FC(F)(F)C(O)=O.CC(C)(OC([N:14]1[CH2:19][CH2:18][CH:17]([N:20]2[CH2:29][C:28]3[C:23](=[CH:24][CH:25]=[C:26]([N:30]4[CH2:35][CH2:34][N:33]([CH3:36])[CH2:32][CH2:31]4)[CH:27]=3)[NH:22][C:21]2=[O:37])[CH2:16][CH2:15]1)=O)C.C(=O)([O-])[O-].[K+].[K+], predict the reaction product. (2) Given the reactants [O:1]=[C:2]1[CH2:7][CH2:6][CH:5]([C:8]2[CH:24]=[CH:23][C:11]([O:12][CH2:13][CH2:14][CH2:15][N:16]3[CH2:21][CH2:20][CH2:19][C@H:18]([CH3:22])[CH2:17]3)=[CH:10][CH:9]=2)[CH2:4][CH2:3]1.[BH4-].[Na+].C([O-])(=O)C([O-])=O.C(O)(=O)C(O)=O, predict the reaction product. The product is: [OH:1][C@H:2]1[CH2:7][CH2:6][C@H:5]([C:8]2[CH:24]=[CH:23][C:11]([O:12][CH2:13][CH2:14][CH2:15][N:16]3[CH2:21][CH2:20][CH2:19][C@H:18]([CH3:22])[CH2:17]3)=[CH:10][CH:9]=2)[CH2:4][CH2:3]1. (3) The product is: [CH3:10][NH:12][CH2:13][CH2:14][C:15]1[CH:31]=[CH:30][C:18]([O:19][C:20]2[CH:25]=[CH:24][C:23]([OH:26])=[CH:22][CH:21]=2)=[CH:17][CH:16]=1. Given the reactants [H-].[Al+3].[Li+].[H-].[H-].[H-].C(O[C:10]([NH:12][CH2:13][CH2:14][C:15]1[CH:31]=[CH:30][C:18]([O:19][C:20]2[CH:25]=[CH:24][C:23]([O:26]C(=O)C)=[CH:22][CH:21]=2)=[CH:17][CH:16]=1)=O)C, predict the reaction product. (4) Given the reactants [CH3:1][O:2][C:3]1[CH:28]=[C:27]([O:29][CH3:30])[CH:26]=[CH:25][C:4]=1[CH2:5][N:6]([C:20]1[S:24][N:23]=[CH:22][N:21]=1)[S:7]([C:10]1[CH:19]=[CH:18][C:13]2[NH:14][C:15](=[O:17])[O:16][C:12]=2[CH:11]=1)(=[O:9])=[O:8].[C:31]1([C@@H:37](O)[CH2:38][CH2:39][OH:40])[CH:36]=[CH:35][CH:34]=[CH:33][CH:32]=1.C1(P(C2C=CC=CC=2)C2C=CC=CC=2)C=CC=CC=1.CCOC(/N=N/C(OCC)=O)=O, predict the reaction product. The product is: [CH3:1][O:2][C:3]1[CH:28]=[C:27]([O:29][CH3:30])[CH:26]=[CH:25][C:4]=1[CH2:5][N:6]([C:20]1[S:24][N:23]=[CH:22][N:21]=1)[S:7]([C:10]1[CH:19]=[CH:18][C:13]2[N:14]([C@@H:37]([C:31]3[CH:36]=[CH:35][CH:34]=[CH:33][CH:32]=3)[CH2:38][CH2:39][OH:40])[C:15](=[O:17])[O:16][C:12]=2[CH:11]=1)(=[O:9])=[O:8]. (5) Given the reactants Br[CH2:2][C:3]1[C:4]([F:23])=[C:5]([O:10][C:11]2[CH:12]=[C:13]([CH:16]=[C:17]([C:19]([F:22])([F:21])[F:20])[CH:18]=2)[C:14]#[N:15])[C:6]([Cl:9])=[CH:7][CH:8]=1.[NH3:24], predict the reaction product. The product is: [NH2:24][CH2:2][C:3]1[C:4]([F:23])=[C:5]([O:10][C:11]2[CH:12]=[C:13]([CH:16]=[C:17]([C:19]([F:22])([F:21])[F:20])[CH:18]=2)[C:14]#[N:15])[C:6]([Cl:9])=[CH:7][CH:8]=1. (6) Given the reactants [CH3:1][C:2]([O:4][C@H:5]1[C:14]2[C@@:15]3([CH3:30])[C@@H:26]([CH2:27][O:28][CH3:29])[O:25][C:23](=[O:24])[C:17]4=[CH:18][O:19][C:20]([C:21](=[O:22])[C:13]=2[C@@H:8]2[CH2:9][CH2:10][C@H:11]([OH:12])[C@@:7]2([CH3:31])[CH2:6]1)=[C:16]34)=[O:3].[C:32]([NH2:36])([CH3:35])([CH3:34])[CH3:33], predict the reaction product. The product is: [C:2]([O:4][C@H:5]1[C:14]2[C@:15]3([CH3:30])[C:16](/[C:17](=[CH:18]/[NH:36][C:32]([CH3:35])([CH3:34])[CH3:33])/[C:23](=[O:24])[O:25][C@@H:26]3[CH2:27][O:28][CH3:29])=[C:20]([OH:19])[C:21](=[O:22])[C:13]=2[CH:8]2[C@@:7]([CH3:31])([C@@H:11]([OH:12])[CH2:10][CH2:9]2)[CH2:6]1)(=[O:3])[CH3:1]. (7) Given the reactants [N:1]([C@@H:4]([CH:40]([C:48]1[CH:53]=[CH:52][CH:51]=[C:50]([F:54])[CH:49]=1)[C:41]1[CH:46]=[CH:45][CH:44]=[C:43]([F:47])[CH:42]=1)[C:5]([NH:7][C:8]1[CH:38]=[CH:37][CH:36]=[C:35]([F:39])[C:9]=1[CH2:10][CH2:11][C@@H:12]1[N:17]([S:18]([C:21]2[CH:26]=[CH:25][CH:24]=[CH:23][CH:22]=2)(=[O:20])=[O:19])[C@@H:16]([CH3:27])[CH2:15][N:14]([C:28]([O:30][C:31]([CH3:34])([CH3:33])[CH3:32])=[O:29])[CH2:13]1)=[O:6])=[N+]=[N-].CP(C)C, predict the reaction product. The product is: [NH2:1][C@@H:4]([CH:40]([C:41]1[CH:46]=[CH:45][CH:44]=[C:43]([F:47])[CH:42]=1)[C:48]1[CH:53]=[CH:52][CH:51]=[C:50]([F:54])[CH:49]=1)[C:5]([NH:7][C:8]1[CH:38]=[CH:37][CH:36]=[C:35]([F:39])[C:9]=1[CH2:10][CH2:11][C@@H:12]1[N:17]([S:18]([C:21]2[CH:26]=[CH:25][CH:24]=[CH:23][CH:22]=2)(=[O:20])=[O:19])[C@@H:16]([CH3:27])[CH2:15][N:14]([C:28]([O:30][C:31]([CH3:32])([CH3:33])[CH3:34])=[O:29])[CH2:13]1)=[O:6]. (8) Given the reactants [C:1]([O-])([O-])=[O:2].[K+].[K+].[Cl:7][C:8]1[C:9]([F:16])=[C:10]([CH:13]=[CH:14][CH:15]=1)[CH2:11]Br.[CH3:17][O:18][C:19]1[C:24](C)=[CH:23][C:22]([N:26]2[C:31](=[O:32])[N:30](CC3C(F)=CC(F)=CC=3F)[C:29]3[CH:43]=[CH:44][CH:45]=[CH:46][C:28]=3[S:27]2(=[O:48])=[O:47])=[CH:21][C:20]=1C, predict the reaction product. The product is: [Cl:7][C:8]1[C:9]([F:16])=[C:10]([CH:13]=[CH:14][CH:15]=1)[CH2:11][N:30]1[C:29]2[CH:43]=[CH:44][CH:45]=[CH:46][C:28]=2[S:27](=[O:47])(=[O:48])[N:26]([C:22]2[CH:21]=[CH:20][C:19]([O:18][CH3:17])=[C:24]([O:2][CH3:1])[CH:23]=2)[C:31]1=[O:32].